From a dataset of Reaction yield outcomes from USPTO patents with 853,638 reactions. Predict the reaction yield, written as a fraction of the theoretical maximum amount of product (1.0 means a 100% yield; for example, 0.34 means a 34% yield). The reactants are [CH3:1][O:2][C:3]1[CH:21]=[CH:20][C:6]([CH2:7][N:8]2[C:17]3[C:12](=[N:13][CH:14]=[C:15](Br)[CH:16]=3)[CH:11]=[CH:10][C:9]2=[O:19])=[CH:5][CH:4]=1.Cl.[NH:23]1[CH2:26][CH:25]([OH:27])[CH2:24]1.C([O-])([O-])=O.[Cs+].[Cs+]. The catalyst is O1CCOCC1.C1C=CC(/C=C/C(/C=C/C2C=CC=CC=2)=O)=CC=1.C1C=CC(/C=C/C(/C=C/C2C=CC=CC=2)=O)=CC=1.C1C=CC(/C=C/C(/C=C/C2C=CC=CC=2)=O)=CC=1.[Pd].[Pd].CC1(C)C2C(=C(P(C3C=CC=CC=3)C3C=CC=CC=3)C=CC=2)OC2C(P(C3C=CC=CC=3)C3C=CC=CC=3)=CC=CC1=2. The product is [CH3:1][O:2][C:3]1[CH:21]=[CH:20][C:6]([CH2:7][N:8]2[C:17]3[C:12](=[N:13][CH:14]=[C:15]([N:23]4[CH2:26][CH:25]([OH:27])[CH2:24]4)[CH:16]=3)[CH:11]=[CH:10][C:9]2=[O:19])=[CH:5][CH:4]=1. The yield is 0.910.